This data is from Reaction yield outcomes from USPTO patents with 853,638 reactions. The task is: Predict the reaction yield, written as a fraction of the theoretical maximum amount of product (1.0 means a 100% yield; for example, 0.34 means a 34% yield). (1) The reactants are [NH2:1][C:2]1[C:7]2[C:8](=[O:30])[N:9]([C:14]3[CH:19]=[CH:18][C:17](C4C(C#N)=CC=CC=4Cl)=[C:16](F)[CH:15]=3)[CH2:10][C@@H:11](C)[O:12][C:6]=2[N:5]=[CH:4][N:3]=1.C([O-])(=O)C.[K+].[B:36]1([B:36]2[O:40][C:39]([CH3:42])([CH3:41])[C:38]([CH3:44])([CH3:43])[O:37]2)[O:40][C:39]([CH3:42])([CH3:41])[C:38]([CH3:44])([CH3:43])[O:37]1. The yield is 0.586. The product is [NH2:1][C:2]1[C:7]2[C:8](=[O:30])[N:9]([C:14]3[CH:19]=[CH:18][C:17]([B:36]4[O:40][C:39]([CH3:42])([CH3:41])[C:38]([CH3:44])([CH3:43])[O:37]4)=[CH:16][CH:15]=3)[CH2:10][CH2:11][O:12][C:6]=2[N:5]=[CH:4][N:3]=1. The catalyst is O1CCOCC1.C1C=CC(P(C2C=CC=CC=2)[C-]2C=CC=C2)=CC=1.C1C=CC(P(C2C=CC=CC=2)[C-]2C=CC=C2)=CC=1.Cl[Pd]Cl.[Fe+2].C(Cl)Cl. (2) The reactants are [CH3:1][CH:2]1[CH2:7][N:6]([CH:8]2[CH2:11][O:10][CH2:9]2)[CH:5]([CH3:12])[CH2:4][N:3]1[C:13]1[CH:14]=[CH:15][C:16]([NH:19][C:20]2[C:25](=[O:26])[N:24]([CH3:27])[CH:23]=[C:22]([C:28]3[C:33]([CH:34]=[O:35])=[C:32]([N:36]4[CH2:48][CH2:47][C:46]5[N:45]6[C:40]([CH2:41][CH2:42][CH2:43][CH2:44]6)=[CH:39][C:38]=5[C:37]4=[O:49])[N:31]=[CH:30][CH:29]=3)[CH:21]=2)=[N:17][CH:18]=1.[BH4-].[Na+]. The catalyst is CO. The product is [CH3:1][C@H:2]1[CH2:7][N:6]([CH:8]2[CH2:11][O:10][CH2:9]2)[C@H:5]([CH3:12])[CH2:4][N:3]1[C:13]1[CH:14]=[CH:15][C:16]([NH:19][C:20]2[C:25](=[O:26])[N:24]([CH3:27])[CH:23]=[C:22]([C:28]3[CH:29]=[CH:30][N:31]=[C:32]([N:36]4[CH2:48][CH2:47][C:46]5[N:45]6[C:40]([CH2:41][CH2:42][CH2:43][CH2:44]6)=[CH:39][C:38]=5[C:37]4=[O:49])[C:33]=3[CH2:34][OH:35])[CH:21]=2)=[N:17][CH:18]=1. The yield is 0.400. (3) The reactants are [CH:1]1([NH2:7])[CH2:6][CH2:5][CH2:4][CH2:3][CH2:2]1.Cl[CH2:9][CH2:10][N:11]=[C:12]=[O:13].[H-].[Na+].[NH4+].[Cl-].[Na+].[Cl-]. The catalyst is C1COCC1. The product is [CH:1]1([N:7]2[CH2:9][CH2:10][NH:11][C:12]2=[O:13])[CH2:6][CH2:5][CH2:4][CH2:3][CH2:2]1. The yield is 0.380. (4) The reactants are [CH3:1][C:2]1[CH:7]=[CH:6][N:5]=[CH:4][C:3]=1[N:8]1[CH2:12][CH2:11][NH:10][C:9]1=[O:13].Br[C:15]1[CH:16]=[CH:17][C:18]([F:24])=[C:19]([C:21](=[O:23])[CH3:22])[CH:20]=1.N[C@@H]1CCCC[C@H]1N.P([O-])([O-])([O-])=O.[K+].[K+].[K+]. The catalyst is [Cu](I)I.O1CCOCC1. The product is [C:21]([C:19]1[CH:20]=[C:15]([N:10]2[CH2:11][CH2:12][N:8]([C:3]3[CH:4]=[N:5][CH:6]=[CH:7][C:2]=3[CH3:1])[C:9]2=[O:13])[CH:16]=[CH:17][C:18]=1[F:24])(=[O:23])[CH3:22]. The yield is 0.249. (5) The reactants are Cl.N1C[CH2:6][C:5](=[C:8]2[CH:24]=[CH:23][CH:22]=[C:10]([O:11][C:12]3[CH:17]=[CH:16][C:15]([C:18]([F:21])([F:20])[F:19])=[CH:14][N:13]=3)[CH:9]2C)CC1.[CH3:26][O:27][C:28]1[N:33]=[C:32]([NH:34]C(=O)OC2C=CC=CC=2)[CH:31]=[N:30][CH:29]=1.[CH:44]([N:47]([CH:50]([CH3:52])C)[CH2:48][CH3:49])(C)C.CS(C)=[O:55]. No catalyst specified. The product is [CH3:26][O:27][C:28]1[N:33]=[C:32]([NH:34][C:44]([N:47]2[CH2:48][CH2:49][C:6](=[CH:5][C:8]3[CH:24]=[CH:23][CH:22]=[C:10]([O:11][C:12]4[CH:17]=[CH:16][C:15]([C:18]([F:19])([F:20])[F:21])=[CH:14][N:13]=4)[CH:9]=3)[CH2:52][CH2:50]2)=[O:55])[CH:31]=[N:30][CH:29]=1. The yield is 0.690. (6) The reactants are [N:1]1([C:6]2[CH:11]=[CH:10][C:9]([C:12](O)([CH2:14][CH:15]([C:20]3[CH:25]=[C:24]([Cl:26])[CH:23]=[C:22]([Cl:27])[CH:21]=3)[C:16]([F:19])([F:18])[F:17])[CH3:13])=[CH:8][CH:7]=2)[CH:5]=[N:4][CH:3]=[N:2]1.C1(C)C=CC(S(O)(=O)=O)=CC=1. The catalyst is C1(C)C=CC=CC=1. The product is [Cl:26][C:24]1[CH:25]=[C:20]([CH:15]([C:16]([F:17])([F:19])[F:18])/[CH:14]=[C:12](/[C:9]2[CH:10]=[CH:11][C:6]([N:1]3[CH:5]=[N:4][CH:3]=[N:2]3)=[CH:7][CH:8]=2)\[CH3:13])[CH:21]=[C:22]([Cl:27])[CH:23]=1. The yield is 0.310. (7) The yield is 0.700. The product is [Br:10][C:11]1[CH:16]=[C:15]([C:17]([NH:59][CH2:58][C:53]2[CH:54]=[CH:55][CH:56]=[C:57]3[C:52]=2[CH:51]=[CH:50][NH:49]3)=[O:19])[CH:14]=[CH:13][C:12]=1[C:20]([O:22][CH3:23])=[O:21]. The catalyst is CN(C)C=O. The reactants are C(N(C(C)C)CC)(C)C.[Br:10][C:11]1[CH:16]=[C:15]([C:17]([O-:19])=O)[CH:14]=[CH:13][C:12]=1[C:20]([O:22][CH3:23])=[O:21].CN(C(ON1N=NC2C=CC=CC1=2)=[N+](C)C)C.F[P-](F)(F)(F)(F)F.Cl.[NH:49]1[C:57]2[CH:56]=[CH:55][CH:54]=[C:53]([CH2:58][NH2:59])[C:52]=2[CH:51]=[CH:50]1.C1C=CC2N(O)N=NC=2C=1. (8) The reactants are [C:1]([C:3]1[CH:4]=[C:5]([S:9]([NH:12][CH2:13][CH:14]([C:35]2[CH:40]=[CH:39][CH:38]=[CH:37][CH:36]=2)[CH2:15][CH2:16][N:17]2[C@H:22]3[CH2:23][CH2:24][C@@H:18]2[CH2:19][CH:20]([N:25]2[C:29]4[CH:30]=[CH:31][CH:32]=[CH:33][C:28]=4[N:27]=[C:26]2[CH3:34])[CH2:21]3)(=[O:11])=[O:10])[CH:6]=[CH:7][CH:8]=1)#[N:2].OO.NC(N)=[O:45].C([O-])([O-])=O.[K+].[K+]. The catalyst is CC(C)=O.O. The product is [CH3:34][C:26]1[N:25]([CH:20]2[CH2:19][C@H:18]3[N:17]([CH2:16][CH2:15][CH:14]([C:35]4[CH:36]=[CH:37][CH:38]=[CH:39][CH:40]=4)[CH2:13][NH:12][S:9]([C:5]4[CH:4]=[C:3]([CH:8]=[CH:7][CH:6]=4)[C:1]([NH2:2])=[O:45])(=[O:10])=[O:11])[C@H:22]([CH2:23][CH2:24]3)[CH2:21]2)[C:29]2[CH:30]=[CH:31][CH:32]=[CH:33][C:28]=2[N:27]=1. The yield is 0.540.